Dataset: Reaction yield outcomes from USPTO patents with 853,638 reactions. Task: Predict the reaction yield, written as a fraction of the theoretical maximum amount of product (1.0 means a 100% yield; for example, 0.34 means a 34% yield). (1) The reactants are [Mg].Cl[CH2:3][CH2:4][C:5]([CH3:8])([CH3:7])[CH3:6].BrC(Br)C.[OH:13][C:14]1[C:15](=[O:25])[C:16]2[C:21]([C:22](=[O:24])[CH:23]=1)=[CH:20][CH:19]=[CH:18][CH:17]=2. The catalyst is O1CCCC1.C(OCC)(=O)C.CC(C)[O-].[Ti+4].CC(C)[O-].CC(C)[O-].CC(C)[O-]. The product is [CH3:6][C:5]([CH3:8])([CH3:7])[CH2:4][CH2:3][C:15]1([OH:25])[C:16]2[C:21](=[CH:20][CH:19]=[CH:18][CH:17]=2)[C:22](=[O:24])[CH2:23][C:14]1=[O:13]. The yield is 0.280. (2) The reactants are [CH2:1]([CH:8]1[CH2:13][CH2:12][N:11]([CH2:14][CH2:15][CH2:16][N:17]([C:27]2[CH:32]=[CH:31][CH:30]=[CH:29][CH:28]=2)[C:18]([NH:20][CH:21]2[CH2:26][CH2:25][NH:24][CH2:23][CH2:22]2)=[O:19])[CH2:10][CH2:9]1)[C:2]1[CH:7]=[CH:6][CH:5]=[CH:4][CH:3]=1.C(N(CC)CC)C.[C:40](Cl)(=[O:42])[CH3:41].C(=O)([O-])O.[Na+]. The catalyst is C1COCC1. The product is [C:40]([N:24]1[CH2:25][CH2:26][CH:21]([NH:20][C:18](=[O:19])[N:17]([CH2:16][CH2:15][CH2:14][N:11]2[CH2:10][CH2:9][CH:8]([CH2:1][C:2]3[CH:3]=[CH:4][CH:5]=[CH:6][CH:7]=3)[CH2:13][CH2:12]2)[C:27]2[CH:28]=[CH:29][CH:30]=[CH:31][CH:32]=2)[CH2:22][CH2:23]1)(=[O:42])[CH3:41]. The yield is 0.690. (3) No catalyst specified. The reactants are [CH3:1][C:2]1[C:6]([CH2:7][N:8]2[CH:12]=[C:11]([N:13]3[C:17](=[O:18])[CH2:16][NH:15][C:14]3=[O:19])[CH:10]=[N:9]2)=[C:5]([CH3:20])[O:4][N:3]=1.[CH3:21][O:22][C:23]1[CH:31]=[CH:30][CH:29]=[CH:28][C:24]=1[CH2:25][CH2:26]Br. The product is [CH3:1][C:2]1[C:6]([CH2:7][N:8]2[CH:12]=[C:11]([N:13]3[C:17](=[O:18])[CH2:16][N:15]([CH2:26][CH2:25][C:24]4[CH:28]=[CH:29][CH:30]=[CH:31][C:23]=4[O:22][CH3:21])[C:14]3=[O:19])[CH:10]=[N:9]2)=[C:5]([CH3:20])[O:4][N:3]=1. The yield is 0.520.